Dataset: Experimental lipophilicity measurements (octanol/water distribution) for 4,200 compounds from AstraZeneca. Task: Regression/Classification. Given a drug SMILES string, predict its absorption, distribution, metabolism, or excretion properties. Task type varies by dataset: regression for continuous measurements (e.g., permeability, clearance, half-life) or binary classification for categorical outcomes (e.g., BBB penetration, CYP inhibition). For this dataset (lipophilicity_astrazeneca), we predict Y. (1) The drug is COCC[C@H](Oc1ncnc2c1cnn2-c1ccccc1Cl)C(=O)Nc1ccc(C)cn1. The Y is 3.60 logD. (2) The Y is 3.40 logD. The molecule is COCCNc1nc(NCc2ccccc2F)c2sccc2n1. (3) The drug is C[C@@H](C(=O)NCCN1CCCC1)c1ccc(OS(=O)(=O)C(F)(F)F)cc1. The Y is 1.64 logD.